This data is from Full USPTO retrosynthesis dataset with 1.9M reactions from patents (1976-2016). The task is: Predict the reactants needed to synthesize the given product. (1) The reactants are: [NH2:1][C:2]1[CH:11]=[CH:10][CH:9]=[C:8]2[C:3]=1[C:4](=[O:21])[N:5]([CH:13]1[CH2:18][CH2:17][C:16](=[O:19])[NH:15][C:14]1=[O:20])[C:6]([CH3:12])=[N:7]2.[Cl:22][CH2:23][C:24](Cl)=[O:25].C(#N)C. Given the product [Cl:22][CH2:23][C:24]([NH:1][C:2]1[CH:11]=[CH:10][CH:9]=[C:8]2[C:3]=1[C:4](=[O:21])[N:5]([CH:13]1[CH2:18][CH2:17][C:16](=[O:19])[NH:15][C:14]1=[O:20])[C:6]([CH3:12])=[N:7]2)=[O:25], predict the reactants needed to synthesize it. (2) Given the product [Cl:1][C:2]1[CH:3]=[C:4]2[C:8](=[CH:9][CH:10]=1)[NH:7][C:6](=[O:11])[C:5]2=[CH:19][C:14]1[NH:15][CH:16]=[CH:17][CH:13]=1, predict the reactants needed to synthesize it. The reactants are: [Cl:1][C:2]1[CH:3]=[C:4]2[C:8](=[CH:9][CH:10]=1)[NH:7][C:6](=[O:11])[CH2:5]2.C[C:13]1[CH:17]=[C:16](C)[NH:15][C:14]=1[CH:19]=O.N1CCCCC1.